Dataset: Catalyst prediction with 721,799 reactions and 888 catalyst types from USPTO. Task: Predict which catalyst facilitates the given reaction. (1) Reactant: [NH2:1][C:2]1[CH:7]=[CH:6][C:5]([N:8]2[CH:13]=[CH:12][C:11]([O:14][CH2:15][C:16]3[CH:21]=[CH:20][C:19]([Cl:22])=[CH:18][CH:17]=3)=[CH:10][C:9]2=[O:23])=[CH:4][C:3]=1[NH:24][CH3:25].CN(C(ON1N=NC2C=CC=NC1=2)=[N+](C)C)C.F[P-](F)(F)(F)(F)F.[F:50][C@@H:51]1[CH2:53][C@H:52]1[C:54](O)=O.C(N(CC)C(C)C)(C)C.[Cl-].[Cl-].[Ca+2]. Product: [Cl:22][C:19]1[CH:18]=[CH:17][C:16]([CH2:15][O:14][C:11]2[CH:12]=[CH:13][N:8]([C:5]3[CH:6]=[CH:7][C:2]4[N:1]=[C:54]([CH:52]5[CH2:53][CH:51]5[F:50])[N:24]([CH3:25])[C:3]=4[CH:4]=3)[C:9](=[O:23])[CH:10]=2)=[CH:21][CH:20]=1. The catalyst class is: 3. (2) Reactant: [CH:1]([N:4]1[CH:8]=[N:7][C:6]([CH3:9])=[N:5]1)([CH3:3])[CH3:2].C([Li])CCC.[Li]CCCC.[Cl:20][CH2:21][C:22](N(OC)C)=[O:23].C(O)(=O)CC.C(O)(=O)CC(CC(O)=O)(C(O)=O)O. Product: [Cl:20][CH2:21][C:22]([C:8]1[N:4]([CH:1]([CH3:3])[CH3:2])[N:5]=[C:6]([CH3:9])[N:7]=1)=[O:23]. The catalyst class is: 20. (3) Reactant: [CH2:1]([O:8][C:9]1[C:10]([C:22]([O:24][CH3:25])=[O:23])=[N:11][N:12]([CH2:18][C:19](=O)[CH3:20])[C:13]=1[C:14](OC)=[O:15])[C:2]1[CH:7]=[CH:6][CH:5]=[CH:4][CH:3]=1.[CH3:26][NH2:27].C(O[BH-](OC(=O)C)OC(=O)C)(=O)C.[Na+].CC(O)=O. Product: [CH2:1]([O:8][C:9]1[C:10]([C:22]([O:24][CH3:25])=[O:23])=[N:11][N:12]2[CH2:18][CH:19]([CH3:20])[N:27]([CH3:26])[C:14](=[O:15])[C:13]=12)[C:2]1[CH:7]=[CH:6][CH:5]=[CH:4][CH:3]=1. The catalyst class is: 390. (4) Reactant: CC1C=CC(S(O[CH2:12][CH:13]2[O:18][C:17]3[CH:19]=[C:20]([F:24])[C:21]([F:23])=[CH:22][C:16]=3[O:15][CH2:14]2)(=O)=O)=CC=1.[CH2:25]([NH2:28])[CH2:26][CH3:27].Br. Product: [F:23][C:21]1[C:20]([F:24])=[CH:19][C:17]2[O:18][CH:13]([CH2:12][NH:28][CH2:25][CH2:26][CH3:27])[CH2:14][O:15][C:16]=2[CH:22]=1. The catalyst class is: 10.